Dataset: Reaction yield outcomes from USPTO patents with 853,638 reactions. Task: Predict the reaction yield, written as a fraction of the theoretical maximum amount of product (1.0 means a 100% yield; for example, 0.34 means a 34% yield). The yield is 0.247. The reactants are Cl.[CH3:2][CH:3]1[NH:8][CH2:7][CH:6]([C:9]([O:11][CH3:12])=[O:10])[CH2:5][CH2:4]1.C([O-])(O)=O.[Na+].[CH:18]1[CH:23]=[CH:22][C:21]([CH2:24][O:25][C:26](Cl)=[O:27])=[CH:20][CH:19]=1. The product is [CH3:2][C@H:3]1[N:8]([C:26]([O:25][CH2:24][C:21]2[CH:22]=[CH:23][CH:18]=[CH:19][CH:20]=2)=[O:27])[CH2:7][C@@H:6]([C:9]([O:11][CH3:12])=[O:10])[CH2:5][CH2:4]1.[CH3:2][C@@H:3]1[N:8]([C:26]([O:25][CH2:24][C:21]2[CH:22]=[CH:23][CH:18]=[CH:19][CH:20]=2)=[O:27])[CH2:7][C@@H:6]([C:9]([O:11][CH3:12])=[O:10])[CH2:5][CH2:4]1. The catalyst is C1COCC1.O.